The task is: Predict the reactants needed to synthesize the given product.. This data is from Full USPTO retrosynthesis dataset with 1.9M reactions from patents (1976-2016). (1) Given the product [Br:1][C:2]1[CH:11]=[CH:10][C:5]([C:6]([NH:8]/[N:9]=[C:14](/[N:13]([CH3:20])[CH3:12])\[CH3:15])=[O:7])=[CH:4][CH:3]=1, predict the reactants needed to synthesize it. The reactants are: [Br:1][C:2]1[CH:11]=[CH:10][C:5]([C:6]([NH:8][NH2:9])=[O:7])=[CH:4][CH:3]=1.[CH3:12][N:13]([CH3:20])[C:14](OC)(OC)[CH3:15]. (2) Given the product [Cl:1][C:2]1[N:7]=[C:6]([NH2:8])[N:5]=[C:4]2[N:9]([CH2:13][C:14]3[N:18]([C:19]4[CH:24]=[CH:23][CH:22]=[CH:21][CH:20]=4)[C:17]4[CH:25]=[CH:26][CH:27]=[CH:28][C:16]=4[N:15]=3)[N:10]=[CH:11][C:3]=12, predict the reactants needed to synthesize it. The reactants are: [Cl:1][C:2]1[N:7]=[C:6]([NH2:8])[N:5]=[C:4]2[NH:9][N:10]=[CH:11][C:3]=12.Cl[CH2:13][C:14]1[N:18]([C:19]2[CH:24]=[CH:23][CH:22]=[CH:21][CH:20]=2)[C:17]2[CH:25]=[CH:26][CH:27]=[CH:28][C:16]=2[N:15]=1.C([O-])([O-])=O.[K+].[K+].O. (3) Given the product [C:1]([O:5][C:6]([NH:8][CH2:9][CH:10]1[NH:15][CH:14]([C:16]([O:18][CH2:19][CH3:20])=[O:17])[CH2:13][CH2:12][CH2:11]1)=[O:7])([CH3:4])([CH3:3])[CH3:2], predict the reactants needed to synthesize it. The reactants are: [C:1]([O:5][C:6]([NH:8][CH2:9][C:10]1[N:15]=[C:14]([C:16]([O:18][CH2:19][CH3:20])=[O:17])[CH:13]=[CH:12][CH:11]=1)=[O:7])([CH3:4])([CH3:3])[CH3:2]. (4) The reactants are: CN(C)CCCN=C=NCC.[NH2:12][C:13]1[CH:23]=[CH:22][C:16]([C:17]([O:19][CH2:20][CH3:21])=[O:18])=[CH:15][CH:14]=1.[CH3:24][C:25]1[CH:33]=[CH:32][C:28]([C:29](O)=[O:30])=[C:27]([N:34]2[CH2:39][CH2:38][CH:37]([CH3:40])[CH2:36][CH2:35]2)[CH:26]=1.ON1C2C=CC=CC=2N=N1. Given the product [CH3:24][C:25]1[CH:33]=[CH:32][C:28]([C:29]([NH:12][C:13]2[CH:14]=[CH:15][C:16]([C:17]([O:19][CH2:20][CH3:21])=[O:18])=[CH:22][CH:23]=2)=[O:30])=[C:27]([N:34]2[CH2:39][CH2:38][CH:37]([CH3:40])[CH2:36][CH2:35]2)[CH:26]=1, predict the reactants needed to synthesize it. (5) Given the product [Cl:1][C:2]1[CH:3]=[C:4]([CH:8]=[CH:9][C:10]=1[Cl:11])[C:5]([NH:12][C:13]1[CH:22]=[C:21]2[C:16]([CH:17]=[CH:18][N:19]=[C:20]2[N:23]2[CH2:24][CH2:25][N:26]([CH3:29])[CH2:27][CH2:28]2)=[CH:15][CH:14]=1)=[O:7], predict the reactants needed to synthesize it. The reactants are: [Cl:1][C:2]1[CH:3]=[C:4]([CH:8]=[CH:9][C:10]=1[Cl:11])[C:5]([OH:7])=O.[NH2:12][C:13]1[CH:22]=[C:21]2[C:16]([CH:17]=[CH:18][N:19]=[C:20]2[N:23]2[CH2:28][CH2:27][N:26]([CH3:29])[CH2:25][CH2:24]2)=[CH:15][CH:14]=1. (6) Given the product [C:14]([O:18][C:19]([NH:21][C@H:22]([C:23]([O:25][CH2:2][C:3]#[N:4])=[O:24])[CH2:26][CH2:27][CH2:28][CH2:29][NH:30][C:31]([C@@H:33]1[CH2:37][S:36][CH2:35][N:34]1[C:38]([O:40][C:41]([CH3:44])([CH3:43])[CH3:42])=[O:39])=[O:32])=[O:20])([CH3:17])([CH3:16])[CH3:15], predict the reactants needed to synthesize it. The reactants are: Br[CH2:2][C:3]#[N:4].C(N(CC)C(C)C)(C)C.[C:14]([O:18][C:19]([NH:21][C@@H:22]([CH2:26][CH2:27][CH2:28][CH2:29][NH:30][C:31]([C@@H:33]1[CH2:37][S:36][CH2:35][N:34]1[C:38]([O:40][C:41]([CH3:44])([CH3:43])[CH3:42])=[O:39])=[O:32])[C:23]([OH:25])=[O:24])=[O:20])([CH3:17])([CH3:16])[CH3:15].